This data is from NCI-60 drug combinations with 297,098 pairs across 59 cell lines. The task is: Regression. Given two drug SMILES strings and cell line genomic features, predict the synergy score measuring deviation from expected non-interaction effect. Drug 1: C1C(C(OC1N2C=NC(=NC2=O)N)CO)O. Drug 2: C1CCC(C(C1)N)N.C(=O)(C(=O)[O-])[O-].[Pt+4]. Cell line: SK-MEL-28. Synergy scores: CSS=13.9, Synergy_ZIP=-1.40, Synergy_Bliss=2.76, Synergy_Loewe=1.90, Synergy_HSA=2.80.